From a dataset of Forward reaction prediction with 1.9M reactions from USPTO patents (1976-2016). Predict the product of the given reaction. Given the reactants [N+:1]([C:4]1[C:5]([CH3:20])=[C:6]2[C:11](=[C:12]([CH3:15])[C:13]=1[CH3:14])[O:10][C:9]([CH2:17][O:18]C)([CH3:16])[CH2:8][CH2:7]2)([O-:3])=[O:2].B(Br)(Br)Br.O, predict the reaction product. The product is: [N+:1]([C:4]1[C:5]([CH3:20])=[C:6]2[C:11](=[C:12]([CH3:15])[C:13]=1[CH3:14])[O:10][C:9]([CH2:17][OH:18])([CH3:16])[CH2:8][CH2:7]2)([O-:3])=[O:2].